Predict the reactants needed to synthesize the given product. From a dataset of Full USPTO retrosynthesis dataset with 1.9M reactions from patents (1976-2016). (1) Given the product [Br:8][C:9]1[CH:10]=[CH:11][C:12]([C:15]2[N:16]=[C:17]([N:20]([C:21]3[CH:26]=[CH:25][CH:24]=[C:23]([CH3:27])[N:22]=3)[C:5](=[O:7])[CH3:6])[S:18][CH:19]=2)=[CH:13][CH:14]=1, predict the reactants needed to synthesize it. The reactants are: C(O[C:5](=[O:7])[CH3:6])(=O)C.[Br:8][C:9]1[CH:14]=[CH:13][C:12]([C:15]2[N:16]=[C:17]([NH:20][C:21]3[CH:26]=[CH:25][CH:24]=[C:23]([CH3:27])[N:22]=3)[S:18][CH:19]=2)=[CH:11][CH:10]=1. (2) Given the product [Cl:27][C:23]1[CH:24]=[C:25]2[C:20](=[CH:21][CH:22]=1)[NH:19][C:18](=[O:28])[C:17]([C@@H:15]([NH:14][C:10]1[CH:9]=[C:8]([C:34]3[N:30]([CH3:29])[N:31]=[C:32]([CH3:44])[CH:33]=3)[CH:13]=[CH:12][N:11]=1)[CH3:16])=[CH:26]2, predict the reactants needed to synthesize it. The reactants are: O1CCOCC1.Br[C:8]1[CH:13]=[CH:12][N:11]=[C:10]([NH:14][C@H:15]([C:17]2[C:18](=[O:28])[NH:19][C:20]3[C:25]([CH:26]=2)=[CH:24][C:23]([Cl:27])=[CH:22][CH:21]=3)[CH3:16])[CH:9]=1.[CH3:29][N:30]1[C:34](B2OC(C)(C)C(C)(C)O2)=[CH:33][C:32]([CH3:44])=[N:31]1.[O-]P([O-])([O-])=O.[K+].[K+].[K+]. (3) Given the product [CH3:34][N:35]([CH2:36][C:37]1[CH:38]=[N:39][CH:40]=[CH:41][CH:42]=1)[C:7]1[C:8]2[CH2:28][N:27]([C:29](=[O:31])[CH3:30])[CH2:26][CH2:25][C:9]=2[N:10]=[C:11]([NH:13][C:14]2[CH:15]=[CH:16][C:17]([C:20]3[O:24][CH:23]=[N:22][CH:21]=3)=[CH:18][CH:19]=2)[N:12]=1, predict the reactants needed to synthesize it. The reactants are: FC(F)(F)S(O[C:7]1[C:8]2[CH2:28][N:27]([C:29](=[O:31])[CH3:30])[CH2:26][CH2:25][C:9]=2[N:10]=[C:11]([NH:13][C:14]2[CH:19]=[CH:18][C:17]([C:20]3[O:24][CH:23]=[N:22][CH:21]=3)=[CH:16][CH:15]=2)[N:12]=1)(=O)=O.[CH3:34][NH:35][CH2:36][C:37]1[CH:38]=[N:39][CH:40]=[CH:41][CH:42]=1. (4) Given the product [F:60][C:61]1[CH:62]=[C:63]([C:7]2[C:8]([C:17]([O:19][CH3:20])=[O:18])=[CH:9][CH:10]=[C:11]3[C:16]=2[N:15]=[CH:14][CH:13]=[CH:12]3)[CH:64]=[C:65]([F:67])[CH:66]=1, predict the reactants needed to synthesize it. The reactants are: FC(F)(F)S(O[C:7]1[C:8]([C:17]([O:19][CH3:20])=[O:18])=[CH:9][CH:10]=[C:11]2[C:16]=1[N:15]=[CH:14][CH:13]=[CH:12]2)(=O)=O.P([O-])([O-])([O-])=O.[K+].[K+].[K+].C1(P(C2CCCCC2)C2C=CC=CC=2C2C(OC)=CC=CC=2OC)CCCCC1.[F:60][C:61]1[CH:62]=[C:63](B(O)O)[CH:64]=[C:65]([F:67])[CH:66]=1. (5) Given the product [F:1][C:2]1[CH:3]=[C:4]([S:8]([C:11]2[CH:16]=[CH:15][C:14]([N:21]3[CH2:27][CH2:26][CH2:25][NH:24][CH2:23][CH2:22]3)=[CH:13][C:12]=2[N+:18]([O-:20])=[O:19])(=[O:10])=[O:9])[CH:5]=[CH:6][CH:7]=1, predict the reactants needed to synthesize it. The reactants are: [F:1][C:2]1[CH:3]=[C:4]([S:8]([C:11]2[CH:16]=[CH:15][C:14](F)=[CH:13][C:12]=2[N+:18]([O-:20])=[O:19])(=[O:10])=[O:9])[CH:5]=[CH:6][CH:7]=1.[NH:21]1[CH2:27][CH2:26][CH2:25][NH:24][CH2:23][CH2:22]1.C(=O)([O-])[O-].[K+].[K+].O. (6) The reactants are: Br[C:2]1[CH:3]=[CH:4][CH:5]=[C:6]2[C:10]=1[N:9]([CH2:11][C:12]1[CH:17]=[CH:16][C:15]([C:18]([F:21])([F:20])[F:19])=[CH:14][CH:13]=1)[C:8](=[O:22])[CH2:7]2.C(Cl)Cl.CCN(CC)CC.CC[O:35][C:36](C)=[O:37]. Given the product [O:22]=[C:8]1[CH2:7][C:6]2[C:10](=[C:2]([C:36]([OH:37])=[O:35])[CH:3]=[CH:4][CH:5]=2)[N:9]1[CH2:11][C:12]1[CH:17]=[CH:16][C:15]([C:18]([F:21])([F:20])[F:19])=[CH:14][CH:13]=1, predict the reactants needed to synthesize it.